This data is from Reaction yield outcomes from USPTO patents with 853,638 reactions. The task is: Predict the reaction yield, written as a fraction of the theoretical maximum amount of product (1.0 means a 100% yield; for example, 0.34 means a 34% yield). (1) The reactants are [F:1][C:2]1[CH:7]=[CH:6][C:5]([CH2:8][CH2:9][S:10][CH:11]([C:22]([O:24][CH2:25][C:26]([Cl:29])([Cl:28])[Cl:27])=[O:23])[CH2:12][C:13]2[CH:21]=[CH:20][C:16]([C:17]([OH:19])=[O:18])=[CH:15][CH:14]=2)=[CH:4][CH:3]=1.O[CH2:31][C:32]1[CH:37]=[CH:36][C:35]([O:38][S:39]([CH3:42])(=[O:41])=[O:40])=[CH:34][CH:33]=1.C1(C2OC(C(F)(F)F)=C(COC(=O)C3C=CC(CC(SCCC4C=CC(F)=CC=4)C(OCC(Cl)(Cl)Cl)=O)=CC=3)N=2)C=CC=CC=1. No catalyst specified. The product is [CH3:42][S:39]([O:38][C:35]1[CH:36]=[CH:37][C:32]([CH2:31][O:18][C:17](=[O:19])[C:16]2[CH:20]=[CH:21][C:13]([CH2:12][CH:11]([S:10][CH2:9][CH2:8][C:5]3[CH:6]=[CH:7][C:2]([F:1])=[CH:3][CH:4]=3)[C:22]([O:24][CH2:25][C:26]([Cl:29])([Cl:27])[Cl:28])=[O:23])=[CH:14][CH:15]=2)=[CH:33][CH:34]=1)(=[O:41])=[O:40]. The yield is 0.450. (2) The reactants are Br[C:2]1[CH:3]=[C:4]([C:8]([O:10][CH3:11])=[O:9])[O:5][C:6]=1[Cl:7].[CH3:12][N:13]1[C:17](B2OC(C)(C)C(C)(C)O2)=[CH:16][CH:15]=[N:14]1.C(=O)([O-])[O-].[K+].[K+]. The catalyst is O1CCOCC1.O.CC(C)([P](C(C)(C)C)([Pd][P](C(C)(C)C)(C(C)(C)C)C(C)(C)C)C(C)(C)C)C. The product is [Cl:7][C:6]1[O:5][C:4]([C:8]([O:10][CH3:11])=[O:9])=[CH:3][C:2]=1[C:17]1[N:13]([CH3:12])[N:14]=[CH:15][CH:16]=1. The yield is 0.550. (3) The reactants are [Cl-].Cl[C:3](Cl)=[N+:4]([CH3:6])[CH3:5].[CH2:8]([N:13]1[C:21]2[N:20]=[CH:19][NH:18][C:17]=2[C:16](=[O:22])[NH:15]/[C:14]/1=[N:23]/[NH2:24])[CH2:9][CH2:10][CH2:11][CH3:12]. The catalyst is C(Cl)Cl. The product is [CH3:5][N:4]([CH3:6])[C:3]1[N:15]2[C:16](=[O:22])[C:17]3[NH:18][CH:19]=[N:20][C:21]=3[N:13]([CH2:8][CH2:9][CH2:10][CH2:11][CH3:12])[C:14]2=[N:23][N:24]=1. The yield is 0.690. (4) The product is [CH3:1][N:2]1[C:10]2[C:5](=[CH:6][CH:7]=[CH:8][CH:9]=2)[C:4]([CH3:11])=[C:3]1[CH2:12][N:13]([CH3:14])[C:22](=[O:25])[CH:23]=[CH2:24]. The catalyst is C(Cl)Cl. The reactants are [CH3:1][N:2]1[C:10]2[C:5](=[CH:6][CH:7]=[CH:8][CH:9]=2)[C:4]([CH3:11])=[C:3]1[CH2:12][NH:13][CH3:14].CCN(CC)CC.[C:22](Cl)(=[O:25])[CH:23]=[CH2:24]. The yield is 0.900. (5) The reactants are [N:1]([CH2:4][CH2:5][CH2:6][CH2:7][CH2:8][C:9]([CH3:24])([C:18]1[CH:23]=[CH:22][CH:21]=[CH:20][CH:19]=1)[CH2:10][O:11][CH:12]1[CH2:17][CH2:16][CH2:15][CH2:14][O:13]1)=[C:2]=[O:3].[NH2:25][CH2:26][CH2:27][CH2:28][CH2:29][C:30]([CH3:39])([C:33]1[CH:38]=[CH:37][CH:36]=[CH:35][CH:34]=1)[CH2:31][OH:32]. The catalyst is C(Cl)Cl. The product is [OH:32][CH2:31][C:30]([CH3:39])([C:33]1[CH:34]=[CH:35][CH:36]=[CH:37][CH:38]=1)[CH2:29][CH2:28][CH2:27][CH2:26][NH:25][C:2]([NH:1][CH2:4][CH2:5][CH2:6][CH2:7][CH2:8][C:9]([CH3:24])([C:18]1[CH:23]=[CH:22][CH:21]=[CH:20][CH:19]=1)[CH2:10][O:11][CH:12]1[CH2:17][CH2:16][CH2:15][CH2:14][O:13]1)=[O:3]. The yield is 0.980. (6) The reactants are [Br:1][C:2]1[CH:3]=[CH:4][C:5]([OH:8])=[N:6][CH:7]=1.I[CH:10]([CH3:12])[CH3:11].C([O-])([O-])=O.[K+].[K+]. The catalyst is CN(C=O)C.O. The product is [Br:1][C:2]1[CH:3]=[CH:4][C:5](=[O:8])[N:6]([CH:10]([CH3:12])[CH3:11])[CH:7]=1. The yield is 0.310. (7) The reactants are [NH2:1][C:2]1[CH:7]=[CH:6][C:5]([N:8]2[C:14](=[O:15])[CH2:13][C:12](=[O:16])[NH:11][C:10]3[C:17]4[C:22]([CH:23]=[CH:24][C:9]2=3)=[CH:21][CH:20]=[CH:19][CH:18]=4)=[CH:4][CH:3]=1.O=C1CC(=O)N(C2C=CC(C(OCC)=O)=CC=2)C2C=CC3C(C=2N1)=CC=CC=3.[Cl:53][C:54]1[CH:64]=[CH:63][CH:62]=[CH:61][C:55]=1[CH:56]=[CH:57][C:58](Cl)=[O:59].O=C1CC(=O)N(C2C=CC(C(O)=O)=CC=2)C2C=CC3C(C=2N1)=CC=CC=3. No catalyst specified. The product is [Cl:53][C:54]1[CH:64]=[CH:63][CH:62]=[CH:61][C:55]=1[CH:56]=[CH:57][C:58]([NH:1][C:2]1[CH:7]=[CH:6][C:5]([N:8]2[C:14](=[O:15])[CH2:13][C:12](=[O:16])[NH:11][C:10]3[C:17]4[C:22]([CH:23]=[CH:24][C:9]2=3)=[CH:21][CH:20]=[CH:19][CH:18]=4)=[CH:4][CH:3]=1)=[O:59]. The yield is 0.500. (8) The reactants are [Cl:1][C:2]1[N:10]=[CH:9][N:8]=[C:7]2[C:3]=1[NH:4][CH:5]=[N:6]2.N12CCCN=[C:17]1[CH2:16][CH2:15][CH2:14][CH2:13][CH2:12]2.FC(F)(F)S(O[Si](C)(C)C)(=O)=O.[C:34]([O:42][CH2:43][C@@H:44]1[C@@:48]([O:50][C:51](=[O:53])C)([CH3:49])[C@:47]([F:55])([CH3:54])[CH:46](OC(=O)C)[O:45]1)(=[O:41])[C:35]1[CH:40]=[CH:39][CH:38]=[CH:37][CH:36]=1. The product is [C:34]([O:42][CH2:43][C@@H:44]1[C@@:48]([O:50][C:51](=[O:53])[C:17]2[CH:16]=[CH:15][CH:14]=[CH:13][CH:12]=2)([CH3:49])[C@:47]([F:55])([CH3:54])[CH:46]([N:6]2[CH:5]=[N:4][C:3]3[C:7]2=[N:8][CH:9]=[N:10][C:2]=3[Cl:1])[O:45]1)(=[O:41])[C:35]1[CH:36]=[CH:37][CH:38]=[CH:39][CH:40]=1. The catalyst is C(#N)C. The yield is 0.400.